This data is from Forward reaction prediction with 1.9M reactions from USPTO patents (1976-2016). The task is: Predict the product of the given reaction. (1) Given the reactants OC(C1C=C2C(=CC=1)N=CC=C2)C1C(=O)C=CN(C2C=NN(C)C=2)N=1.C(O[C:29]1[CH:30]=N[C:32]([C:35]2C=[C:37]([CH:41]([F:55])[C:42]3[C:47](=[O:48])[CH:46]=[CH:45][N:44]([C:49]4[CH:50]=[N:51][N:52]([CH3:54])[CH:53]=4)[N:43]=3)[CH:38]=[CH:39][CH:40]=2)=[N:33][CH:34]=1)C, predict the reaction product. The product is: [F:55][CH:41]([C:37]1[CH:38]=[C:39]2[C:34](=[CH:29][CH:30]=1)[N:33]=[CH:32][CH:35]=[CH:40]2)[C:42]1[C:47](=[O:48])[CH:46]=[CH:45][N:44]([C:49]2[CH:50]=[N:51][N:52]([CH3:54])[CH:53]=2)[N:43]=1. (2) Given the reactants Cl[CH2:2][C:3]([C:5]1[CH:6]=[C:7]([OH:12])[C:8](=[CH:10][CH:11]=1)[OH:9])=[O:4].O.C([O-])=[O:15].[Na+].Cl, predict the reaction product. The product is: [OH:15][CH2:2][C:3]([C:5]1[CH:6]=[C:7]([OH:12])[C:8](=[CH:10][CH:11]=1)[OH:9])=[O:4]. (3) Given the reactants FC(F)(F)C(O)=O.[Cl:8][C:9]1[CH:10]=[C:11]([CH:15]2[C:19]([C:22]3[CH:27]=[CH:26][C:25]([Cl:28])=[CH:24][CH:23]=3)([C:20]#[N:21])[CH:18]([CH:29]([CH2:32][CH3:33])[CH2:30][CH3:31])[NH:17][CH:16]2[C:34](O)=[O:35])[CH:12]=[CH:13][CH:14]=1.CC1(C)[O:42][C@@H:41]([CH2:43][CH2:44][NH2:45])[CH2:40][O:39]1.CN(C(ON1N=NC2C=CC=NC1=2)=[N+](C)C)C.F[P-](F)(F)(F)(F)F.CCN(C(C)C)C(C)C.Cl, predict the reaction product. The product is: [OH:42][C@H:41]([CH2:40][OH:39])[CH2:43][CH2:44][NH:45][C:34]([CH:16]1[CH:15]([C:11]2[CH:12]=[CH:13][CH:14]=[C:9]([Cl:8])[CH:10]=2)[C:19]([C:22]2[CH:23]=[CH:24][C:25]([Cl:28])=[CH:26][CH:27]=2)([C:20]#[N:21])[CH:18]([CH:29]([CH2:32][CH3:33])[CH2:30][CH3:31])[NH:17]1)=[O:35]. (4) Given the reactants [CH3:1][O:2][C:3](=[O:13])[C:4]1[CH:9]=[CH:8][C:7]([O:10][CH3:11])=[CH:6][C:5]=1[OH:12].C([O-])([O-])=O.[K+].[K+].I[CH2:21][CH2:22][CH2:23][CH2:24][CH3:25], predict the reaction product. The product is: [CH3:1][O:2][C:3](=[O:13])[C:4]1[CH:9]=[CH:8][C:7]([O:10][CH3:11])=[CH:6][C:5]=1[O:12][CH2:21][CH2:22][CH2:23][CH2:24][CH3:25].